This data is from Reaction yield outcomes from USPTO patents with 853,638 reactions. The task is: Predict the reaction yield, written as a fraction of the theoretical maximum amount of product (1.0 means a 100% yield; for example, 0.34 means a 34% yield). (1) The reactants are C1(P(C2C=CC=CC=2)C2C=CC=CC=2)C=CC=CC=1.II.[Si:22]([O:29][C@H:30]([CH3:60])[C@@H:31]([NH:46][C:47]1[CH:52]=[CH:51][C:50]([C:53]#[N:54])=[C:49]([C:55]([F:58])([F:57])[F:56])[C:48]=1[CH3:59])[C:32]([NH:34][NH:35][C:36](=O)[C:37]1[CH:42]=[CH:41][C:40]([C:43]#[N:44])=[CH:39][CH:38]=1)=[O:33])([C:25]([CH3:28])([CH3:27])[CH3:26])([CH3:24])[CH3:23]. The catalyst is C(Cl)Cl. The product is [Si:22]([O:29][C@H:30]([CH3:60])[C@@H:31]([NH:46][C:47]1[CH:52]=[CH:51][C:50]([C:53]#[N:54])=[C:49]([C:55]([F:58])([F:56])[F:57])[C:48]=1[CH3:59])[C:32]1[O:33][C:36]([C:37]2[CH:42]=[CH:41][C:40]([C:43]#[N:44])=[CH:39][CH:38]=2)=[N:35][N:34]=1)([C:25]([CH3:26])([CH3:28])[CH3:27])([CH3:23])[CH3:24]. The yield is 0.840. (2) The reactants are [NH:1]1[C:5]2=[N:6][CH:7]=[CH:8][CH:9]=[C:4]2[CH:3]=[CH:2]1.[OH-].[Na+]. The catalyst is C(O)=O.C(N(CC)CC)C.[C].[Pd]. The product is [NH:1]1[C:5]2=[N:6][CH:7]=[CH:8][CH:9]=[C:4]2[CH2:3][CH2:2]1. The yield is 0.600. (3) The product is [F:1][C:2]1[CH:10]=[CH:9][C:8]([F:11])=[CH:7][C:3]=1[C:4](=[NH:5])[NH:12][NH2:13]. The reactants are [F:1][C:2]1[CH:10]=[CH:9][C:8]([F:11])=[CH:7][C:3]=1[C:4](=S)[NH2:5].[NH2:12][NH2:13]. The yield is 0.940. The catalyst is CCO. (4) No catalyst specified. The product is [Br:1][C:2]1[CH:3]=[C:4]([CH2:9][N:23]2[C:11](=[O:12])[C:20]3[C:15](=[CH:16][CH:17]=[CH:18][CH:19]=3)[C:14]2=[O:13])[CH:5]=[C:6]([CH3:8])[CH:7]=1. The yield is 0.670. The reactants are [Br:1][C:2]1[CH:7]=[C:6]([CH3:8])[CH:5]=[C:4]([CH2:9]Br)[CH:3]=1.[C:11]1([C:20]2[C:15](=[CH:16][CH:17]=[CH:18][CH:19]=2)[CH2:14][O:13]1)=[O:12].[K].C[N:23](C=O)C. (5) The reactants are [F:1][CH:2]([F:14])[O:3][C:4]1[N:9]=[C:8]2[S:10][C:11]([NH2:13])=[N:12][C:7]2=[CH:6][CH:5]=1.[N:15]1([C:20](N2C=CN=C2)=[S:21])[CH:19]=[CH:18][N:17]=[CH:16]1. The catalyst is C(#N)C. The product is [F:14][CH:2]([F:1])[O:3][C:4]1[N:9]=[C:8]2[S:10][C:11]([NH:13][C:20]([N:15]3[CH:19]=[CH:18][N:17]=[CH:16]3)=[S:21])=[N:12][C:7]2=[CH:6][CH:5]=1. The yield is 0.510. (6) The reactants are [OH:1][C:2]1[CH:3]=[C:4]2[C:9](=[CH:10][CH:11]=1)[CH:8]=[C:7]([C:12]([OH:14])=O)[CH:6]=[CH:5]2.C(N(CC)CC)C.Cl.CN(C)CCCN=C=NCC.[CH2:34]([N:41]1[CH2:46][CH2:45][CH:44]([NH2:47])[CH2:43][CH2:42]1)[C:35]1[CH:40]=[CH:39][CH:38]=[CH:37][CH:36]=1. The catalyst is O. The product is [CH2:34]([N:41]1[CH2:46][CH2:45][CH:44]([NH:47][C:12]([C:7]2[CH:6]=[CH:5][C:4]3[C:9](=[CH:10][CH:11]=[C:2]([OH:1])[CH:3]=3)[CH:8]=2)=[O:14])[CH2:43][CH2:42]1)[C:35]1[CH:36]=[CH:37][CH:38]=[CH:39][CH:40]=1. The yield is 0.800. (7) The reactants are [CH:1]1([C:7]2[C:8]3[CH:9]=[CH:10][C:11]([C:34]([O:36]C)=[O:35])=[CH:12][C:13]=3[N:14]3[CH2:21][CH2:20][N:19]([CH2:22][CH2:23][N:24]4[CH2:29][CH2:28][O:27][CH2:26][CH2:25]4)[CH2:18][C:17]4[CH:30]=[CH:31][CH:32]=[CH:33][C:16]=4[C:15]=23)[CH2:6][CH2:5][CH2:4][CH2:3][CH2:2]1. The catalyst is C1COCC1.CO.[OH-].[Na+]. The product is [CH:1]1([C:7]2[C:8]3[CH:9]=[CH:10][C:11]([C:34]([OH:36])=[O:35])=[CH:12][C:13]=3[N:14]3[CH2:21][CH2:20][N:19]([CH2:22][CH2:23][N:24]4[CH2:29][CH2:28][O:27][CH2:26][CH2:25]4)[CH2:18][C:17]4[CH:30]=[CH:31][CH:32]=[CH:33][C:16]=4[C:15]=23)[CH2:6][CH2:5][CH2:4][CH2:3][CH2:2]1. The yield is 0.200. (8) The reactants are CC(OI1(OC(C)=O)(OC(C)=O)OC(=O)C2C=CC=CC1=2)=O.[F:23][C:24]1[CH:25]=[C:26]([CH:31]([OH:33])[CH3:32])[CH:27]=[C:28]([F:30])[CH:29]=1. The catalyst is C(Cl)Cl. The product is [F:23][C:24]1[CH:25]=[C:26]([C:31](=[O:33])[CH3:32])[CH:27]=[C:28]([F:30])[CH:29]=1. The yield is 0.696.